From a dataset of Forward reaction prediction with 1.9M reactions from USPTO patents (1976-2016). Predict the product of the given reaction. (1) Given the reactants [CH2:1]([O:3][C:4](=[O:27])[CH:5]([N:7]1[CH2:16][CH2:15][C:14]2[C:9](=[CH:10][CH:11]=[C:12]([O:17][CH2:18][C:19]3[CH:24]=[CH:23][C:22]([F:25])=[CH:21][CH:20]=3)[CH:13]=2)[C:8]1=[O:26])[CH3:6])[CH3:2].[CH3:28][Si]([N-][Si](C)(C)C)(C)C.[K+].CI.[Cl-].[NH4+], predict the reaction product. The product is: [CH2:1]([O:3][C:4](=[O:27])[C:5]([N:7]1[CH2:16][CH2:15][C:14]2[C:9](=[CH:10][CH:11]=[C:12]([O:17][CH2:18][C:19]3[CH:20]=[CH:21][C:22]([F:25])=[CH:23][CH:24]=3)[CH:13]=2)[C:8]1=[O:26])([CH3:28])[CH3:6])[CH3:2]. (2) Given the reactants Cl.[NH:2]1[CH2:5][CH:4]([O:6][C:7]2[CH:12]=[CH:11][C:10]([I:13])=[CH:9][N:8]=2)[CH2:3]1.C(N(CC)CC)C.[CH:21]1[CH:26]=[N:25][CH:24]=[C:23]([N:27]=[C:28]=[O:29])[CH:22]=1, predict the reaction product. The product is: [N:25]1[CH:26]=[CH:21][CH:22]=[C:23]([NH:27][C:28]([N:2]2[CH2:3][CH:4]([O:6][C:7]3[CH:12]=[CH:11][C:10]([I:13])=[CH:9][N:8]=3)[CH2:5]2)=[O:29])[CH:24]=1. (3) Given the reactants [C:1]1([CH:8]=[CH:7][C:5](O)=[CH:4][CH:3]=1)O.[CH2:9]([NH2:12])C=C, predict the reaction product. The product is: [CH2:9]=[NH:12].[CH:1]12[CH2:9][CH:5]([CH2:7][CH2:8]1)[CH:4]=[CH:3]2. (4) Given the reactants OC1C=C(C=CC=1OC)C(OC)=O.ClC1C=C(CCO)C=CC=1.[CH3:24][O:25][C:26](=[O:45])[C:27]1[CH:32]=[CH:31][C:30]([O:33][CH3:34])=[C:29]([O:35][CH2:36][CH2:37][C:38]2[CH:43]=[CH:42][CH:41]=[C:40]([Cl:44])[CH:39]=2)[CH:28]=1.C([O-])(=O)C.[Na+].[Br:51]Br, predict the reaction product. The product is: [CH3:24][O:25][C:26](=[O:45])[C:27]1[CH:28]=[C:29]([O:35][CH2:36][CH2:37][C:38]2[CH:43]=[CH:42][CH:41]=[C:40]([Cl:44])[CH:39]=2)[C:30]([O:33][CH3:34])=[CH:31][C:32]=1[Br:51]. (5) Given the reactants [CH2:1]([N:4]([CH2:16][CH2:17][CH3:18])[C:5]1[C:10]2[N:11]([CH3:15])[C:12](=[O:14])[NH:13][C:9]=2[CH:8]=[CH:7][CH:6]=1)[CH2:2][CH3:3].[Br:19]N1C(=O)CCC1=O.C(OOC(=O)C1C=CC=CC=1)(=O)C1C=CC=CC=1, predict the reaction product. The product is: [Br:19][C:8]1[C:9]2[NH:13][C:12](=[O:14])[N:11]([CH3:15])[C:10]=2[C:5]([N:4]([CH2:1][CH2:2][CH3:3])[CH2:16][CH2:17][CH3:18])=[CH:6][CH:7]=1. (6) Given the reactants CC1(C)C(C)(C)OB([C:9]2[CH:10]=[C:11]3[C:15](=[CH:16][CH:17]=2)[CH2:14][C@H:13]([NH:18][S:19]([CH:22]([CH3:24])[CH3:23])(=[O:21])=[O:20])[CH2:12]3)O1.FC(F)(F)S(O[C:32]1[CH:33]=[N:34][CH:35]=[C:36]([CH3:38])[CH:37]=1)(=O)=O.C([O-])([O-])=O.[Na+].[Na+], predict the reaction product. The product is: [CH3:38][C:36]1[CH:37]=[C:32]([C:9]2[CH:10]=[C:11]3[C:15](=[CH:16][CH:17]=2)[CH2:14][C@H:13]([NH:18][S:19]([CH:22]([CH3:23])[CH3:24])(=[O:20])=[O:21])[CH2:12]3)[CH:33]=[N:34][CH:35]=1.